Dataset: Catalyst prediction with 721,799 reactions and 888 catalyst types from USPTO. Task: Predict which catalyst facilitates the given reaction. (1) Reactant: [S:1]1[CH:5]=[CH:4][C:3]([CH:6]=O)=[CH:2]1.[C:8]([CH2:13][CH:14]=P(C1C=CC=CC=1)(C1C=CC=CC=1)C1C=CC=CC=1)([O:10][CH2:11][CH3:12])=[O:9]. Product: [CH3:14][C:13](=[CH:6][C:3]1[CH:4]=[CH:5][S:1][CH:2]=1)[C:8]([O:10][CH2:11][CH3:12])=[O:9]. The catalyst class is: 7. (2) Reactant: [CH2:1]([N:8]1[CH2:12][C@H:11]([C:13]2[CH:18]=[CH:17][C:16]([Cl:19])=[CH:15][CH:14]=2)[C@H:10]([C:20]([OH:22])=[O:21])[CH2:9]1)[C:2]1[CH:7]=[CH:6][CH:5]=[CH:4][CH:3]=1.S(=O)(=O)(O)O.Cl[CH2:29]Cl.C(=O)([O-])[O-].[Na+].[Na+]. Product: [CH3:29][O:21][C:20]([C@H:10]1[C@@H:11]([C:13]2[CH:14]=[CH:15][C:16]([Cl:19])=[CH:17][CH:18]=2)[CH2:12][N:8]([CH2:1][C:2]2[CH:3]=[CH:4][CH:5]=[CH:6][CH:7]=2)[CH2:9]1)=[O:22]. The catalyst class is: 5. (3) Reactant: [CH3:1][C:2]1[CH:3]=[CH:4][C:5]([C:9]([C:11]2[C:20](=[O:21])[C:19]3[C:14](=[CH:15][CH:16]=[CH:17][CH:18]=3)[NH:13][CH:12]=2)=[O:10])=[N:6][C:7]=1[CH3:8].[H-].[Na+].[Br:24][C:25]1[CH:30]=[CH:29][CH:28]=[C:27]([CH2:31]Br)[N:26]=1. Product: [Br:24][C:25]1[N:26]=[C:27]([CH2:31][N:13]2[C:14]3[C:19](=[CH:18][CH:17]=[CH:16][CH:15]=3)[C:20](=[O:21])[C:11]([C:9]([C:5]3[CH:4]=[CH:3][C:2]([CH3:1])=[C:7]([CH3:8])[N:6]=3)=[O:10])=[CH:12]2)[CH:28]=[CH:29][CH:30]=1. The catalyst class is: 9.